This data is from NCI-60 drug combinations with 297,098 pairs across 59 cell lines. The task is: Regression. Given two drug SMILES strings and cell line genomic features, predict the synergy score measuring deviation from expected non-interaction effect. (1) Drug 1: COC1=CC(=CC(=C1O)OC)C2C3C(COC3=O)C(C4=CC5=C(C=C24)OCO5)OC6C(C(C7C(O6)COC(O7)C8=CC=CS8)O)O. Drug 2: CC1=C(C(=O)C2=C(C1=O)N3CC4C(C3(C2COC(=O)N)OC)N4)N. Cell line: HCT-15. Synergy scores: CSS=69.4, Synergy_ZIP=1.65, Synergy_Bliss=2.56, Synergy_Loewe=1.90, Synergy_HSA=5.93. (2) Drug 1: CN(C)N=NC1=C(NC=N1)C(=O)N. Drug 2: CC(C1=C(C=CC(=C1Cl)F)Cl)OC2=C(N=CC(=C2)C3=CN(N=C3)C4CCNCC4)N. Cell line: PC-3. Synergy scores: CSS=8.89, Synergy_ZIP=-2.11, Synergy_Bliss=1.94, Synergy_Loewe=-3.53, Synergy_HSA=0.636.